Dataset: Reaction yield outcomes from USPTO patents with 853,638 reactions. Task: Predict the reaction yield, written as a fraction of the theoretical maximum amount of product (1.0 means a 100% yield; for example, 0.34 means a 34% yield). The yield is 0.990. The reactants are [Br:1][C:2]1[CH:3]=[CH:4][C:5]([N+:9]([O-:11])=[O:10])=[C:6]([OH:8])[CH:7]=1.C([O-])([O-])=O.[K+].[K+].Br[CH2:19]/[CH:20]=[CH:21]/[C:22]([O:24][CH2:25][CH3:26])=[O:23]. The product is [Br:1][C:2]1[CH:3]=[CH:4][C:5]([N+:9]([O-:11])=[O:10])=[C:6]([CH:7]=1)[O:8][CH2:19]/[CH:20]=[CH:21]/[C:22]([O:24][CH2:25][CH3:26])=[O:23]. The catalyst is CN1C(=O)CCC1.